The task is: Predict the reactants needed to synthesize the given product.. This data is from Full USPTO retrosynthesis dataset with 1.9M reactions from patents (1976-2016). (1) Given the product [Cl:23][C:24]1[CH:31]=[CH:30][C:27]([CH:28]2[C:13](=[O:14])[C:12]3[C:38]([C:37]([O:41][CH2:42][CH3:43])=[O:40])=[CH:39][CH:18]=[CH:19][C:11]=3[NH:10][CH:9]2[C:8]2[CH:7]=[CH:6][C:5]([CH2:4][N:2]([CH3:3])[CH3:1])=[CH:22][CH:21]=2)=[CH:26][CH:25]=1, predict the reactants needed to synthesize it. The reactants are: [CH3:1][N:2]([CH2:4][C:5]1[CH:22]=[CH:21][C:8](/[CH:9]=[N:10]/[C:11]2[CH:19]=[CH:18]C=C3[C:12]=2[CH2:13][O:14]C3=O)=[CH:7][CH:6]=1)[CH3:3].[Cl:23][C:24]1[CH:31]=[CH:30][C:27]([CH:28]=O)=[CH:26][CH:25]=1.C[O-].[Na+].CO.[C:37]([O:41][CH2:42][CH3:43])(=[O:40])[CH2:38][CH3:39]. (2) Given the product [CH:11]1([NH:14][CH2:5][C:4]2[CH:7]=[CH:8][CH:9]=[C:2]([F:1])[C:3]=2[CH3:10])[CH2:13][CH2:12]1, predict the reactants needed to synthesize it. The reactants are: [F:1][C:2]1[C:3]([CH3:10])=[C:4]([CH:7]=[CH:8][CH:9]=1)[CH:5]=O.[CH:11]1([NH2:14])[CH2:13][CH2:12]1. (3) Given the product [CH2:49]([O:8][C:66](=[O:67])[NH:64][CH2:65][CH2:32][NH:28][C:45](=[O:47])[C@H:42]([CH2:43][OH:44])[NH:41][C:39]([O:38][C:34]([CH3:35])([CH3:36])[CH3:37])=[O:40])[C:50]1[CH:51]=[CH:52][CH:53]=[CH:54][CH:55]=1, predict the reactants needed to synthesize it. The reactants are: CN(C([O:8]N1N=NC2C=CC=NC1=2)=[N+](C)C)C.F[P-](F)(F)(F)(F)F.C([N:28]([CH2:32]C)C(C)C)(C)C.[C:34]([O:38][C:39]([NH:41][C@H:42]([C:45]([OH:47])=O)[CH2:43][OH:44])=[O:40])([CH3:37])([CH3:36])[CH3:35].Cl.[CH2:49](N(CCN)C(=O)O)[C:50]1[CH:55]=[CH:54][CH:53]=[CH:52][CH:51]=1.C[N:64]([CH:66]=[O:67])[CH3:65]. (4) Given the product [Cl:1][C:2]1[CH:3]=[C:4]2[C:8](=[CH:9][CH:10]=1)[NH:7][C:6]([S:18]([CH2:21][CH2:22][C:23]([N:25]1[CH2:26][CH2:27][CH:28]([C:31]3[NH:35][C:34]([CH3:36])=[N:33][C:32]=3[CH3:37])[CH2:29][CH2:30]1)=[O:24])(=[O:20])=[O:19])=[CH:5]2, predict the reactants needed to synthesize it. The reactants are: [Cl:1][C:2]1[CH:3]=[C:4]2[C:8](=[CH:9][CH:10]=1)[N:7](C(OC(C)(C)C)=O)[C:6]([S:18]([CH2:21][CH2:22][C:23]([N:25]1[CH2:30][CH2:29][CH:28]([C:31]3[NH:35][C:34]([CH3:36])=[N:33][C:32]=3[CH3:37])[CH2:27][CH2:26]1)=[O:24])(=[O:20])=[O:19])=[CH:5]2.C(N(CC)CC)C.